From a dataset of Forward reaction prediction with 1.9M reactions from USPTO patents (1976-2016). Predict the product of the given reaction. (1) Given the reactants [C:1]([C:5]1[CH:10]=[CH:9][C:8]([S:11]([NH:14][C:15]2[C:16]([C:22]([C:24]3[CH:25]=[N:26][C:27](Cl)=[CH:28][CH:29]=3)=[O:23])=[N:17][CH:18]=[C:19]([Cl:21])[CH:20]=2)(=[O:13])=[O:12])=[CH:7][CH:6]=1)([CH3:4])([CH3:3])[CH3:2].[OH-].[NH4+:32], predict the reaction product. The product is: [NH2:32][C:27]1[N:26]=[CH:25][C:24]([C:22]([C:16]2[C:15]([NH:14][S:11]([C:8]3[CH:7]=[CH:6][C:5]([C:1]([CH3:4])([CH3:2])[CH3:3])=[CH:10][CH:9]=3)(=[O:12])=[O:13])=[CH:20][C:19]([Cl:21])=[CH:18][N:17]=2)=[O:23])=[CH:29][CH:28]=1. (2) Given the reactants [C:1]([C@@H:9]1[CH2:13][CH:12]([CH2:14][C:15]2[CH:20]=[CH:19][C:18]([C:21]3[CH:26]=[CH:25][CH:24]=[CH:23][CH:22]=3)=[CH:17][CH:16]=2)[N:11](/C=C/C2C=CC=CC=2)C1=O)(=O)C1C=CC=CC=1.C=O.CCCC[N+:42]([CH2:51]CCC)([CH2:47][CH2:48][CH2:49][CH3:50])CCCC.[OH-].[C:56]([O-:59])([O-])=O.[K+].[K+], predict the reaction product. The product is: [C:18]1([C:21]2[CH:22]=[CH:23][CH:24]=[CH:25][CH:26]=2)[CH:17]=[CH:16][C:15]([CH2:14][C@H:12]2[N:11]([CH2:51][N:42]3[CH2:47][CH2:48][CH2:49][CH2:50]3)[C:56](=[O:59])[C:9](=[CH2:1])[CH2:13]2)=[CH:20][CH:19]=1. (3) Given the reactants O[CH:2]1[CH2:7]SC(O)C[S:3]1.[C:9]([CH2:11][C:12]([NH2:14])=[O:13])#[N:10].CO, predict the reaction product. The product is: [NH2:10][C:9]1[S:3][CH:2]=[CH:7][C:11]=1[C:12]([NH2:14])=[O:13]. (4) The product is: [ClH:33].[ClH:33].[NH2:7][CH2:8][CH2:9][CH2:10][NH:11][C:12]1[C:17]([CH:18]2[CH2:19][CH2:20]2)=[CH:16][N:15]=[C:14]([NH:21][C:22]2[CH:23]=[C:24]([NH:28][C:29](=[O:31])[CH3:30])[CH:25]=[CH:26][CH:27]=2)[N:13]=1. Given the reactants C(OC(=O)[NH:7][CH2:8][CH2:9][CH2:10][NH:11][C:12]1[C:17]([CH:18]2[CH2:20][CH2:19]2)=[CH:16][N:15]=[C:14]([NH:21][C:22]2[CH:27]=[CH:26][CH:25]=[C:24]([NH:28][C:29](=[O:31])[CH3:30])[CH:23]=2)[N:13]=1)(C)(C)C.[ClH:33], predict the reaction product.